From a dataset of Forward reaction prediction with 1.9M reactions from USPTO patents (1976-2016). Predict the product of the given reaction. (1) The product is: [CH:38]([O:37][C:35]([NH:1][C:2]1[CH:7]=[CH:6][C:5]([C:8]2[CH:9]=[CH:10][C:11]([S:14]([N:17]3[CH:21]([C:22]([OH:24])=[O:23])[CH2:20][CH:19]4[CH2:25][CH2:26][CH2:27][CH:18]34)(=[O:16])=[O:15])=[CH:12][CH:13]=2)=[CH:4][CH:3]=1)=[O:36])([CH3:40])[CH3:39]. Given the reactants [NH2:1][C:2]1[CH:7]=[CH:6][C:5]([C:8]2[CH:13]=[CH:12][C:11]([S:14]([N:17]3[CH:21]([C:22]([OH:24])=[O:23])[CH2:20][CH:19]4[CH2:25][CH2:26][CH2:27][CH:18]34)(=[O:16])=[O:15])=[CH:10][CH:9]=2)=[CH:4][CH:3]=1.N1C=CC=CC=1.Cl[C:35]([O:37][CH:38]([CH3:40])[CH3:39])=[O:36], predict the reaction product. (2) The product is: [N:29]1[CH:30]=[CH:31][CH:32]=[CH:33][C:28]=1[O:1][C:2]1[CH:7]=[CH:6][N:5]2[N:8]=[C:9]([C:21]3[CH:22]=[CH:23][CH:24]=[CH:25][CH:26]=3)[C:10]([C:11]3[CH:12]=[CH:13][C:14](=[O:20])[N:15]([CH:17]([CH3:19])[CH3:18])[N:16]=3)=[C:4]2[CH:3]=1. Given the reactants [OH:1][C:2]1[CH:7]=[CH:6][N:5]2[N:8]=[C:9]([C:21]3[CH:26]=[CH:25][CH:24]=[CH:23][CH:22]=3)[C:10]([C:11]3[CH:12]=[CH:13][C:14](=[O:20])[N:15]([CH:17]([CH3:19])[CH3:18])[N:16]=3)=[C:4]2[CH:3]=1.Br[C:28]1[CH:33]=[CH:32][CH:31]=[CH:30][N:29]=1.C([O-])([O-])=O.[K+].[K+].O, predict the reaction product. (3) Given the reactants [CH2:1]([O:5][C:6]1[CH:11]=[CH:10][CH:9]=[CH:8][C:7]=1[CH2:12][N:13]1[CH:17]=[CH:16][C:15]([C:18]([OH:20])=O)=[N:14]1)[CH2:2][CH2:3][CH3:4].S(Cl)([Cl:23])=O.CN(C)C=O, predict the reaction product. The product is: [CH2:1]([O:5][C:6]1[CH:11]=[CH:10][CH:9]=[CH:8][C:7]=1[CH2:12][N:13]1[CH:17]=[CH:16][C:15]([C:18]([Cl:23])=[O:20])=[N:14]1)[CH2:2][CH2:3][CH3:4]. (4) Given the reactants [Cl:1][C:2]1[CH:3]=[CH:4][C:5]([N:10]2[CH2:14][CH2:13][CH2:12][CH2:11]2)=[C:6]([CH:9]=1)[CH:7]=O.[N:15]1([C:21]([O:23][C:24]([CH3:27])([CH3:26])[CH3:25])=[O:22])[CH2:20][CH2:19][NH:18][CH2:17][CH2:16]1.C(O[BH-](OC(=O)C)OC(=O)C)(=O)C.[Na+], predict the reaction product. The product is: [Cl:1][C:2]1[CH:3]=[CH:4][C:5]([N:10]2[CH2:14][CH2:13][CH2:12][CH2:11]2)=[C:6]([CH2:7][N:18]2[CH2:17][CH2:16][N:15]([C:21]([O:23][C:24]([CH3:27])([CH3:26])[CH3:25])=[O:22])[CH2:20][CH2:19]2)[CH:9]=1. (5) Given the reactants CO[C:3]1[C:8]([C:9]([F:12])([F:11])[F:10])=[CH:7][CH:6]=[CH:5][C:4]=1[N+:13]([O-:15])=[O:14].C(O)(=[O:18])C, predict the reaction product. The product is: [N+:13]([C:4]1[CH:5]=[CH:6][C:7]([OH:18])=[C:8]([C:9]([F:12])([F:11])[F:10])[CH:3]=1)([O-:15])=[O:14]. (6) Given the reactants [CH3:1][NH2:2].Cl[C:4]1[C:9]([N+:10]([O-:12])=[O:11])=[CH:8][CH:7]=[C:6]([Cl:13])[N:5]=1, predict the reaction product. The product is: [Cl:13][C:6]1[N:5]=[C:4]([NH:2][CH3:1])[C:9]([N+:10]([O-:12])=[O:11])=[CH:8][CH:7]=1. (7) Given the reactants FC(F)(F)C(O)=O.C(NC1NC2C(N=C(OC)N=2)=C(N)N=1)CCC.C(=O)([O-])[O-].[K+].[K+].BrCCCCCCl.N1CCCCCC1.C(N(CC)CC)C.[CH2:52]([NH:56][C:57]1[N:65]=[C:64]2[C:60]([N:61]=[C:62]([O:78]C)[N:63]2[CH2:66][CH2:67][CH2:68][CH2:69][CH2:70][N:71]2[CH2:77][CH2:76][CH2:75][CH2:74][CH2:73][CH2:72]2)=[C:59]([NH2:80])[N:58]=1)[CH2:53][CH2:54][CH3:55], predict the reaction product. The product is: [NH2:80][C:59]1[N:58]=[C:57]([NH:56][CH2:52][CH2:53][CH2:54][CH3:55])[N:65]=[C:64]2[C:60]=1[NH:61][C:62](=[O:78])[N:63]2[CH2:66][CH2:67][CH2:68][CH2:69][CH2:70][N:71]1[CH2:72][CH2:73][CH2:74][CH2:75][CH2:76][CH2:77]1. (8) Given the reactants [F:1][C:2]([F:40])([F:39])[C:3]1[CH:4]=[C:5]([CH:32]=[C:33]([C:35]([F:38])([F:37])[F:36])[CH:34]=1)[CH2:6][N:7]1[CH2:14][CH2:13][CH2:12][N:11]([CH3:15])[C:10]2[N:16]=[C:17](S(C)(=O)=O)[N:18]=[C:19]([C:20]3[CH:25]=[CH:24][CH:23]=[CH:22][C:21]=3[CH3:26])[C:9]=2[C:8]1=[O:31].[C:41]([N:44]1[CH2:49][CH2:48][NH:47][CH2:46][CH2:45]1)(=[O:43])[CH3:42], predict the reaction product. The product is: [C:41]([N:44]1[CH2:49][CH2:48][N:47]([CH:12]2[N:11]([CH3:15])[C:10]3[N:16]=[CH:17][N:18]=[C:19]([C:20]4[CH:25]=[CH:24][CH:23]=[CH:22][C:21]=4[CH3:26])[C:9]=3[C:8](=[O:31])[N:7]([CH2:6][C:5]3[CH:4]=[C:3]([C:2]([F:39])([F:40])[F:1])[CH:34]=[C:33]([C:35]([F:38])([F:36])[F:37])[CH:32]=3)[CH2:14][CH2:13]2)[CH2:46][CH2:45]1)(=[O:43])[CH3:42]. (9) Given the reactants [I:1][C:2]1[C:3]([C:8](O)=[O:9])=[N:4][CH:5]=[CH:6][CH:7]=1.ClC1C(CO)=CC(F)=C(Cl)N=1, predict the reaction product. The product is: [I:1][C:2]1[C:3]([CH2:8][OH:9])=[N:4][CH:5]=[CH:6][CH:7]=1.